From a dataset of Catalyst prediction with 721,799 reactions and 888 catalyst types from USPTO. Predict which catalyst facilitates the given reaction. (1) Reactant: [Cl:1][C:2]1[CH:7]=[C:6]([CH2:8][N:9]2[C:15](=[O:16])[CH:14]([NH:17][C:18](=[O:37])[C@@H:19]([C@H:22]3[C@@H:27]([OH:28])[C@@H:26](/[CH:29]=[CH:30]/[C:31]([CH3:34])([CH3:33])[CH3:32])[O:25]C(C)(C)[O:23]3)[O:20][CH3:21])[CH2:13][S:12][CH2:11][CH2:10]2)[CH:5]=[C:4]([Cl:38])[N:3]=1.Cl.[OH-].[Na+]. Product: [Cl:38][C:4]1[CH:5]=[C:6]([CH2:8][N:9]2[C:15](=[O:16])[CH:14]([NH:17][C:18](=[O:37])[C@H:19]([O:20][CH3:21])[C@H:22]([OH:23])[C@@H:27]([OH:28])[C@H:26]([OH:25])/[CH:29]=[CH:30]/[C:31]([CH3:34])([CH3:32])[CH3:33])[CH2:13][S:12][CH2:11][CH2:10]2)[CH:7]=[C:2]([Cl:1])[N:3]=1. The catalyst class is: 1. (2) Reactant: [OH:1][C:2]1[CH:7]=[CH:6][C:5]([CH2:8][C:9](O)=[O:10])=[CH:4][C:3]=1[N+:12]([O-:14])=[O:13].C(Cl)(C([Cl:19])=O)=O. Product: [OH:1][C:2]1[CH:7]=[CH:6][C:5]([CH2:8][C:9]([Cl:19])=[O:10])=[CH:4][C:3]=1[N+:12]([O-:14])=[O:13]. The catalyst class is: 59. (3) Reactant: Cl.C(OC(=O)[N:8]([CH2:12][C:13]1[CH:18]=[C:17]([CH2:19][C:20](=[O:23])[NH:21][CH3:22])[CH:16]=[CH:15][C:14]=1[Cl:24])[CH:9]1[CH2:11][CH2:10]1)(C)(C)C.[OH-].[Na+]. Product: [Cl:24][C:14]1[CH:15]=[CH:16][C:17]([CH2:19][C:20]([NH:21][CH3:22])=[O:23])=[CH:18][C:13]=1[CH2:12][NH:8][CH:9]1[CH2:11][CH2:10]1. The catalyst class is: 2. (4) Reactant: [CH3:1][N:2]([CH3:6])[CH2:3][CH2:4][NH2:5].Cl[C:8]1[N:13]=[C:12]([O:14][CH3:15])[C:11]([N+:16]([O-:18])=[O:17])=[C:10]([O:19][CH3:20])[N:9]=1. Product: [CH3:1][N:2]([CH3:6])[CH2:3][CH2:4][NH:5][C:8]1[N:9]=[C:10]([O:19][CH3:20])[C:11]([N+:16]([O-:18])=[O:17])=[C:12]([O:14][CH3:15])[N:13]=1. The catalyst class is: 8. (5) Reactant: [Br:1]Br.C1(P(C2C=CC=CC=2)C2C=CC=CC=2)C=CC=CC=1.[CH3:22][O:23][C:24]1[CH:25]=[C:26]2[C:31](=[CH:32][CH:33]=1)[CH:30]=[C:29]([CH2:34]O)[CH:28]=[CH:27]2. Product: [Br:1][CH2:34][C:29]1[CH:30]=[C:31]2[C:26](=[CH:27][CH:28]=1)[CH:25]=[C:24]([O:23][CH3:22])[CH:33]=[CH:32]2. The catalyst class is: 168. (6) Product: [Cl:1][C:2]1[CH:3]=[C:4]([CH:8]=[C:9]([C:11]#[N:12])[CH:10]=1)[C:5]([Cl:16])=[O:6]. Reactant: [Cl:1][C:2]1[CH:3]=[C:4]([CH:8]=[C:9]([C:11]#[N:12])[CH:10]=1)[C:5](O)=[O:6].C(Cl)(=O)C([Cl:16])=O. The catalyst class is: 9. (7) Reactant: [Br:1][C:2]1[CH:3]=[CH:4][C:5]2[S:9][C:8]([CH2:10][CH2:11][C:12](OC(C)(C)C)=[O:13])=[C:7]([CH3:19])[C:6]=2[CH:20]=1.[H-].C([Al+]CC(C)C)C(C)C. Product: [Br:1][C:2]1[CH:3]=[CH:4][C:5]2[S:9][C:8]([CH2:10][CH2:11][CH2:12][OH:13])=[C:7]([CH3:19])[C:6]=2[CH:20]=1. The catalyst class is: 1.